From a dataset of Forward reaction prediction with 1.9M reactions from USPTO patents (1976-2016). Predict the product of the given reaction. (1) Given the reactants [C:1]1(=[N:7][OH:8])[CH2:6][CH2:5][CH2:4][CH2:3][CH2:2]1.[Cl:9][C:10]1[CH:18]=[C:17]([Cl:19])[CH:16]=[CH:15][C:11]=1[C:12]([OH:14])=[O:13], predict the reaction product. The product is: [Cl:9][C:10]1[CH:18]=[C:17]([Cl:19])[CH:16]=[CH:15][C:11]=1[C:12]([O:14][C:1]1([N:7]=[O:8])[CH2:6][CH2:5][CH2:4][CH2:3][CH2:2]1)=[O:13]. (2) Given the reactants [Br:1][C:2]1[CH:7]=[C:6]([CH3:8])[CH:5]=[C:4]([Br:9])[C:3]=1[Br:10].C1C(=O)N([Br:18])C(=O)C1, predict the reaction product. The product is: [Br:1][C:2]1[CH:7]=[C:6]([CH2:8][Br:18])[CH:5]=[C:4]([Br:9])[C:3]=1[Br:10]. (3) Given the reactants [Cl:1][C:2]1[N:7]=[CH:6][C:5]([C:8]2([C:19]#[N:20])[CH2:13][C:12](C(OC)=O)=[C:11]([OH:18])[CH2:10][CH2:9]2)=[CH:4][CH:3]=1.[Li+].[Cl-], predict the reaction product. The product is: [Cl:1][C:2]1[N:7]=[CH:6][C:5]([C:8]2([C:19]#[N:20])[CH2:9][CH2:10][C:11](=[O:18])[CH2:12][CH2:13]2)=[CH:4][CH:3]=1.